From a dataset of NCI-60 drug combinations with 297,098 pairs across 59 cell lines. Regression. Given two drug SMILES strings and cell line genomic features, predict the synergy score measuring deviation from expected non-interaction effect. (1) Cell line: NCIH23. Synergy scores: CSS=42.8, Synergy_ZIP=-2.80, Synergy_Bliss=-5.17, Synergy_Loewe=-5.16, Synergy_HSA=-4.35. Drug 1: CC12CCC(CC1=CCC3C2CCC4(C3CC=C4C5=CN=CC=C5)C)O. Drug 2: C1=CC(=CC=C1CCCC(=O)O)N(CCCl)CCCl. (2) Drug 1: C1CCC(C1)C(CC#N)N2C=C(C=N2)C3=C4C=CNC4=NC=N3. Drug 2: C1C(C(OC1N2C=NC3=C2NC=NCC3O)CO)O. Cell line: UO-31. Synergy scores: CSS=19.0, Synergy_ZIP=-4.33, Synergy_Bliss=0.358, Synergy_Loewe=1.99, Synergy_HSA=4.01. (3) Drug 1: C(CN)CNCCSP(=O)(O)O. Drug 2: N.N.Cl[Pt+2]Cl. Cell line: HCT116. Synergy scores: CSS=44.6, Synergy_ZIP=0.336, Synergy_Bliss=-2.82, Synergy_Loewe=-13.1, Synergy_HSA=2.43. (4) Drug 1: C1CN1C2=NC(=NC(=N2)N3CC3)N4CC4. Drug 2: C1CN(CCN1C(=O)CCBr)C(=O)CCBr. Cell line: HCT116. Synergy scores: CSS=46.2, Synergy_ZIP=3.37, Synergy_Bliss=4.39, Synergy_Loewe=-3.12, Synergy_HSA=6.00. (5) Drug 1: CC12CCC(CC1=CCC3C2CCC4(C3CC=C4C5=CN=CC=C5)C)O. Drug 2: CCC1=C2CN3C(=CC4=C(C3=O)COC(=O)C4(CC)O)C2=NC5=C1C=C(C=C5)O. Cell line: M14. Synergy scores: CSS=25.0, Synergy_ZIP=-0.0331, Synergy_Bliss=1.21, Synergy_Loewe=-21.8, Synergy_HSA=0.876. (6) Drug 2: C1C(C(OC1N2C=NC(=NC2=O)N)CO)O. Drug 1: C1C(C(OC1N2C=C(C(=O)NC2=O)F)CO)O. Synergy scores: CSS=4.86, Synergy_ZIP=7.26, Synergy_Bliss=-0.584, Synergy_Loewe=-1.51, Synergy_HSA=-1.07. Cell line: CAKI-1. (7) Drug 1: C1CCC(C1)C(CC#N)N2C=C(C=N2)C3=C4C=CNC4=NC=N3. Drug 2: CCC1(CC2CC(C3=C(CCN(C2)C1)C4=CC=CC=C4N3)(C5=C(C=C6C(=C5)C78CCN9C7C(C=CC9)(C(C(C8N6C)(C(=O)OC)O)OC(=O)C)CC)OC)C(=O)OC)O.OS(=O)(=O)O. Cell line: HOP-92. Synergy scores: CSS=28.6, Synergy_ZIP=-7.41, Synergy_Bliss=0.290, Synergy_Loewe=-63.7, Synergy_HSA=1.16. (8) Drug 1: C1CN1C2=NC(=NC(=N2)N3CC3)N4CC4. Drug 2: C1=CC(=CC=C1CCCC(=O)O)N(CCCl)CCCl. Cell line: EKVX. Synergy scores: CSS=17.4, Synergy_ZIP=-5.00, Synergy_Bliss=-2.17, Synergy_Loewe=0.731, Synergy_HSA=1.07.